Dataset: Catalyst prediction with 721,799 reactions and 888 catalyst types from USPTO. Task: Predict which catalyst facilitates the given reaction. (1) Reactant: [Cl:1][C:2]1[CH:3]=[N:4][CH:5]=[C:6]([Cl:42])[C:7]=1[CH:8]([OH:41])[CH2:9][N:10]([CH2:33][C:34]1[CH:39]=[CH:38][C:37]([F:40])=[CH:36][CH:35]=1)[C:11]([C:13]1[CH:14]=[N:15][N:16]([C@H:22]2[CH2:27][CH2:26][C@H:25]([C:28]([O:30][CH2:31][CH3:32])=[O:29])[CH2:24][CH2:23]2)[C:17]=1[C:18]([F:21])([F:20])[F:19])=[O:12].CC(OI1(OC(C)=O)(OC(C)=O)OC(=O)C2C=CC=CC1=2)=O. Product: [Cl:42][C:6]1[CH:5]=[N:4][CH:3]=[C:2]([Cl:1])[C:7]=1[C:8](=[O:41])[CH2:9][N:10]([CH2:33][C:34]1[CH:39]=[CH:38][C:37]([F:40])=[CH:36][CH:35]=1)[C:11]([C:13]1[CH:14]=[N:15][N:16]([C@H:22]2[CH2:27][CH2:26][C@H:25]([C:28]([O:30][CH2:31][CH3:32])=[O:29])[CH2:24][CH2:23]2)[C:17]=1[C:18]([F:21])([F:20])[F:19])=[O:12]. The catalyst class is: 2. (2) The catalyst class is: 7. Product: [F:1][C:2]([F:10])([F:9])[C:3]1([CH2:6][OH:7])[CH2:5][CH2:4]1. Reactant: [F:1][C:2]([F:10])([F:9])[C:3]1([C:6](O)=[O:7])[CH2:5][CH2:4]1.B.C1COCC1. (3) Reactant: [NH2:1][C:2]1[CH:7]=[C:6]([Cl:8])[C:5]([N+:9]([O-:11])=[O:10])=[CH:4][C:3]=1[OH:12].[CH2:13](Br)[C:14]1[CH:19]=[CH:18][CH:17]=[CH:16][CH:15]=1.C(=O)([O-])[O-].[K+].[K+]. Product: [CH2:13]([O:12][C:3]1[CH:4]=[C:5]([N+:9]([O-:11])=[O:10])[C:6]([Cl:8])=[CH:7][C:2]=1[NH2:1])[C:14]1[CH:19]=[CH:18][CH:17]=[CH:16][CH:15]=1. The catalyst class is: 3. (4) Product: [ClH:30].[NH2:23][C:20]1[CH:21]=[CH:22][C:17]([C:16]([NH:15][C:12]2[CH:11]=[CH:10][C:9]([S:8][C:6]3[CH:5]=[CH:4][N:3]=[C:2]([OH:1])[CH:7]=3)=[CH:14][CH:13]=2)=[O:26])=[CH:18][CH:19]=1. Reactant: [OH:1][C:2]1[CH:7]=[C:6]([S:8][C:9]2[CH:14]=[CH:13][C:12]([NH:15][C:16](=[O:26])[C:17]3[CH:22]=[CH:21][C:20]([N+:23]([O-])=O)=[CH:19][CH:18]=3)=[CH:11][CH:10]=2)[CH:5]=[CH:4][N:3]=1.CCO.[ClH:30]. The catalyst class is: 150. (5) Reactant: Br[C:2]1[CH:8]=[C:7]([C:9]([F:12])([F:11])[F:10])[C:6]([Cl:13])=[CH:5][C:3]=1[NH2:4].[CH3:14][Si:15]([C:18]#[CH:19])([CH3:17])[CH3:16].C(N(CC)CC)C. Product: [Cl:13][C:6]1[C:7]([C:9]([F:12])([F:11])[F:10])=[CH:8][C:2]([C:19]#[C:18][Si:15]([CH3:17])([CH3:16])[CH3:14])=[C:3]([CH:5]=1)[NH2:4]. The catalyst class is: 27.